From a dataset of Full USPTO retrosynthesis dataset with 1.9M reactions from patents (1976-2016). Predict the reactants needed to synthesize the given product. (1) Given the product [NH2:1][C:2](=[O:29])[C@@H:3]([NH:12][C:13]([C:15]1([NH:21][C:22](=[O:28])[O:23][C:24]([CH3:27])([CH3:26])[CH3:25])[CH2:20][CH2:19][O:18][CH2:17][CH2:16]1)=[O:14])[CH2:4][C:5]1[CH:10]=[CH:9][C:8]([C:34]2[CH:35]=[CH:36][C:37]([F:38])=[C:32]([C:30]#[N:31])[CH:33]=2)=[CH:7][CH:6]=1, predict the reactants needed to synthesize it. The reactants are: [NH2:1][C:2](=[O:29])[C@@H:3]([NH:12][C:13]([C:15]1([NH:21][C:22](=[O:28])[O:23][C:24]([CH3:27])([CH3:26])[CH3:25])[CH2:20][CH2:19][O:18][CH2:17][CH2:16]1)=[O:14])[CH2:4][C:5]1[CH:10]=[CH:9][C:8](I)=[CH:7][CH:6]=1.[C:30]([C:32]1[CH:33]=[C:34](B(O)O)[CH:35]=[CH:36][C:37]=1[F:38])#[N:31].C(=O)([O-])[O-].[K+].[K+]. (2) Given the product [CH3:11][C:10]1[N:20]([C:21]2[CH:22]=[CH:23][C:24]([CH2:27][CH2:28][CH2:29][C:30]([OH:32])=[O:31])=[CH:25][CH:26]=2)[C:7]([C:1]2[CH:6]=[CH:5][CH:4]=[CH:3][CH:2]=2)=[CH:8][C:9]=1[C:13]1[CH:18]=[CH:17][CH:16]=[CH:15][CH:14]=1, predict the reactants needed to synthesize it. The reactants are: [C:1]1([C:7](=O)[CH2:8][CH:9]([C:13]2[CH:18]=[CH:17][CH:16]=[CH:15][CH:14]=2)[C:10](=O)[CH3:11])[CH:6]=[CH:5][CH:4]=[CH:3][CH:2]=1.[NH2:20][C:21]1[CH:26]=[CH:25][C:24]([CH2:27][CH2:28][CH2:29][C:30]([OH:32])=[O:31])=[CH:23][CH:22]=1. (3) Given the product [CH3:1][CH:2]([CH3:9])[CH2:3][CH:4]([CH2:8][S:12][C:10](=[O:13])[CH3:11])[C:5]([OH:7])=[O:6], predict the reactants needed to synthesize it. The reactants are: [CH3:1][CH:2]([CH3:9])[CH2:3][C:4](=[CH2:8])[C:5]([OH:7])=[O:6].[C:10]([OH:13])(=[S:12])[CH3:11]. (4) The reactants are: Cl[C:2]1[N:3]=[C:4]([C:18]2[CH:23]=[C:22]([S:24][CH3:25])[N:21]=[C:20]([CH3:26])[N:19]=2)[C:5]([NH:8][C:9]2[CH:10]=[N:11][C:12]([O:16][CH3:17])=[C:13]([F:15])[CH:14]=2)=[N:6][CH:7]=1.C1(P(C2CCCCC2)C2C=CC=CC=2C2C(C(C)C)=CC(C(C)C)=CC=2C(C)C)CCCCC1.[F-].[Cs+].C([Sn](CCCC)(CCCC)[C:68]([O:70]CC)=[CH2:69])CCC. Given the product [F:15][C:13]1[CH:14]=[C:9]([NH:8][C:5]2[N:6]=[CH:7][C:2]([C:68](=[O:70])[CH3:69])=[N:3][C:4]=2[C:18]2[CH:23]=[C:22]([S:24][CH3:25])[N:21]=[C:20]([CH3:26])[N:19]=2)[CH:10]=[N:11][C:12]=1[O:16][CH3:17], predict the reactants needed to synthesize it. (5) The reactants are: [ClH:1].[F:2][C:3]1[CH:49]=[CH:48][CH:47]=[CH:46][C:4]=1[CH2:5][NH:6][C:7](=[O:45])[CH2:8][CH:9]1[C:15](=[O:16])[N:14]([C:17]2[CH:22]=[CH:21][C:20]([CH2:23][NH:24]C(OC(C)(C)C)=O)=[CH:19][CH:18]=2)[C:13]2[CH:32]=[CH:33][CH:34]=[CH:35][C:12]=2[N:11]([CH2:36][C:37]2[CH:42]=[CH:41][C:40]([Br:43])=[CH:39][CH:38]=2)[C:10]1=[O:44]. Given the product [ClH:1].[F:2][C:3]1[CH:49]=[CH:48][CH:47]=[CH:46][C:4]=1[CH2:5][NH:6][C:7](=[O:45])[CH2:8][CH:9]1[C:15](=[O:16])[N:14]([C:17]2[CH:18]=[CH:19][C:20]([CH2:23][NH2:24])=[CH:21][CH:22]=2)[C:13]2[CH:32]=[CH:33][CH:34]=[CH:35][C:12]=2[N:11]([CH2:36][C:37]2[CH:38]=[CH:39][C:40]([Br:43])=[CH:41][CH:42]=2)[C:10]1=[O:44], predict the reactants needed to synthesize it. (6) Given the product [N:31]1([CH2:36][CH2:37][CH2:38][NH:39][C:27]([C:25]2[CH:24]=[CH:23][C:18]3[NH:19][C:20](=[O:22])[CH2:21][C:15]4[CH:14]=[N:13][C:12]([NH:11][C:5]5[CH:6]=[CH:7][C:8]([O:9][CH3:10])=[C:3]([O:2][CH3:1])[CH:4]=5)=[N:30][C:16]=4[C:17]=3[CH:26]=2)=[O:29])[CH2:35][CH2:34][CH2:33][CH2:32]1, predict the reactants needed to synthesize it. The reactants are: [CH3:1][O:2][C:3]1[CH:4]=[C:5]([NH:11][C:12]2[N:13]=[CH:14][C:15]3[CH2:21][C:20](=[O:22])[NH:19][C:18]4[CH:23]=[CH:24][C:25]([C:27]([OH:29])=O)=[CH:26][C:17]=4[C:16]=3[N:30]=2)[CH:6]=[CH:7][C:8]=1[O:9][CH3:10].[N:31]1([CH2:36][CH2:37][CH2:38][NH2:39])[CH2:35][CH2:34][CH2:33][CH2:32]1. (7) Given the product [C:21]([O:20][C:19]([N:18]([CH2:17][C:16]1[CH:29]=[CH:30][C:13]([NH:12][C:4]2[N:3]=[C:2]([C:39]#[C:38][C:40]3[CH:45]=[CH:44][CH:43]=[CH:42][C:41]=3[CH2:46][C:47]([O:49][CH3:50])=[O:48])[C:7]([C:8]([F:11])([F:10])[F:9])=[CH:6][N:5]=2)=[CH:14][CH:15]=1)[CH2:26][CH2:27][OH:28])=[O:25])([CH3:24])([CH3:23])[CH3:22], predict the reactants needed to synthesize it. The reactants are: Cl[C:2]1[C:7]([C:8]([F:11])([F:10])[F:9])=[CH:6][N:5]=[C:4]([NH:12][C:13]2[CH:30]=[CH:29][C:16]([CH2:17][N:18]([CH2:26][CH2:27][OH:28])[C:19](=[O:25])[O:20][C:21]([CH3:24])([CH3:23])[CH3:22])=[CH:15][CH:14]=2)[N:3]=1.CCN(CC)CC.[C:38]([C:40]1[CH:45]=[CH:44][CH:43]=[CH:42][C:41]=1[CH2:46][C:47]([O:49][CH3:50])=[O:48])#[CH:39].C1C=CC(P(C2C=CC=CC=2)C2C=CC=CC=2)=CC=1. (8) Given the product [Cl:6][C:7]1[CH:12]=[CH:11][C:10]([C@@H:13]2[CH2:22][CH2:21][CH2:20][C@H:19]3[N:14]2[C:15](=[O:23])[CH:16]([I:32])[CH2:17][CH2:18]3)=[CH:9][CH:8]=1, predict the reactants needed to synthesize it. The reactants are: I[Si](C)(C)C.[Cl:6][C:7]1[CH:12]=[CH:11][C:10]([C@@H:13]2[CH2:22][CH2:21][CH2:20][C@H:19]3[N:14]2[C:15](=[O:23])[CH2:16][CH2:17][CH2:18]3)=[CH:9][CH:8]=1.CN(C)CCN(C)C.[I:32]I.S([O-])([O-])(=O)=S.[Na+].[Na+].